From a dataset of Full USPTO retrosynthesis dataset with 1.9M reactions from patents (1976-2016). Predict the reactants needed to synthesize the given product. (1) Given the product [Si:19]([O:9][CH2:8][C:3]1[CH:4]=[N:5][CH:6]=[CH:7][C:2]=1[NH2:1])([C:15]([CH3:18])([CH3:17])[CH3:16])([CH3:22])[CH3:21], predict the reactants needed to synthesize it. The reactants are: [NH2:1][C:2]1[CH:7]=[CH:6][N:5]=[CH:4][C:3]=1[CH2:8][OH:9].N1C=CN=C1.[C:15]([Si:19]([CH3:22])([CH3:21])Cl)([CH3:18])([CH3:17])[CH3:16]. (2) Given the product [F:1][C:2]1([F:18])[CH2:7][CH2:6][C@@H:5]([NH:8][C:9](=[O:15])[O:10][C:11]([CH3:14])([CH3:12])[CH3:13])[C@H:4]([CH2:16][O:17][C:28]2[CH:27]=[CH:26][C:25]([N:23]3[CH:24]=[C:20]([CH3:19])[CH:21]=[N:22]3)=[CH:30][CH:29]=2)[CH2:3]1, predict the reactants needed to synthesize it. The reactants are: [F:1][C:2]1([F:18])[CH2:7][CH2:6][C@@H:5]([NH:8][C:9](=[O:15])[O:10][C:11]([CH3:14])([CH3:13])[CH3:12])[C@H:4]([CH2:16][OH:17])[CH2:3]1.[CH3:19][C:20]1[CH:21]=[N:22][N:23]([C:25]2[CH:30]=[CH:29][C:28](O)=[CH:27][CH:26]=2)[CH:24]=1.C1CCN(C(N=NC(N2CCCCC2)=O)=O)CC1.C(P(CCCC)CCCC)CCC. (3) Given the product [NH2:14][C:7]1[CH:8]=[C:9]([CH:12]=[CH:13][C:6]=1[O:5][C:4]1[CH:3]=[C:2]([CH3:1])[CH:19]=[C:18]([CH3:20])[CH:17]=1)[C:10]#[N:11], predict the reactants needed to synthesize it. The reactants are: [CH3:1][C:2]1[CH:3]=[C:4]([CH:17]=[C:18]([CH3:20])[CH:19]=1)[O:5][C:6]1[CH:13]=[CH:12][C:9]([C:10]#[N:11])=[CH:8][C:7]=1[N+:14]([O-])=O.S(S([O-])=O)([O-])=O.[Na+].[Na+]. (4) Given the product [CH2:1]([C:8]1[C:9]2[CH2:32][NH:31][CH2:30][CH2:29][C:10]=2[N:11]=[C:12]([NH:14][C:15]2[CH:20]=[CH:19][C:18]([N:21]3[CH:25]=[C:24]([CH3:26])[N:23]=[CH:22]3)=[C:17]([O:27][CH3:28])[CH:16]=2)[N:13]=1)[C:2]1[CH:3]=[CH:4][CH:5]=[CH:6][CH:7]=1, predict the reactants needed to synthesize it. The reactants are: [CH2:1]([C:8]1[C:9]2[CH2:32][N:31](C(OC(C)(C)C)=O)[CH2:30][CH2:29][C:10]=2[N:11]=[C:12]([NH:14][C:15]2[CH:20]=[CH:19][C:18]([N:21]3[CH:25]=[C:24]([CH3:26])[N:23]=[CH:22]3)=[C:17]([O:27][CH3:28])[CH:16]=2)[N:13]=1)[C:2]1[CH:7]=[CH:6][CH:5]=[CH:4][CH:3]=1.Cl. (5) Given the product [CH2:17]([NH:24][C:25](=[O:34])[C:26]1[CH:31]=[CH:30][C:29]([N:32]2[C:5]([OH:6])=[C:4]([C:10]3[CH:15]=[CH:14][N:13]=[CH:12][CH:11]=3)[CH:3]=[N:33]2)=[N:28][CH:27]=1)[C:18]1[CH:19]=[CH:20][CH:21]=[CH:22][CH:23]=1, predict the reactants needed to synthesize it. The reactants are: CN(C)[CH:3]=[C:4]([C:10]1[CH:15]=[CH:14][N:13]=[CH:12][CH:11]=1)[C:5](OCC)=[O:6].[CH2:17]([NH:24][C:25](=[O:34])[C:26]1[CH:31]=[CH:30][C:29]([NH:32][NH2:33])=[N:28][CH:27]=1)[C:18]1[CH:23]=[CH:22][CH:21]=[CH:20][CH:19]=1.CCN(C(C)C)C(C)C.